From a dataset of Forward reaction prediction with 1.9M reactions from USPTO patents (1976-2016). Predict the product of the given reaction. (1) Given the reactants [NH2:1][C:2]1[CH:10]=[C:9]([O:11][CH3:12])[CH:8]=[C:7]([O:13][CH3:14])[C:3]=1[C:4]([NH2:6])=[O:5].[CH2:15]([O:17][C:18](=[O:29])[CH2:19][CH2:20][C:21]1[CH:26]=[CH:25][C:24]([CH:27]=O)=[CH:23][CH:22]=1)[CH3:16].S(=O)(O)[O-].[Na+].C1(C)C=CC(S(O)(=O)=O)=CC=1, predict the reaction product. The product is: [CH2:15]([O:17][C:18](=[O:29])[CH2:19][CH2:20][C:21]1[CH:22]=[CH:23][C:24]([C:27]2[NH:6][C:4](=[O:5])[C:3]3[C:2](=[CH:10][C:9]([O:11][CH3:12])=[CH:8][C:7]=3[O:13][CH3:14])[N:1]=2)=[CH:25][CH:26]=1)[CH3:16]. (2) Given the reactants [CH3:1][N:2]1[CH:6]=[C:5](B2OC(C)(C)C(C)(C)O2)[CH:4]=[N:3]1.[CH2:16]([N:23]([CH2:35][C:36]1[CH:41]=[CH:40][CH:39]=[CH:38][CH:37]=1)[C@@H:24]1[CH2:33][CH2:32][C:31]2[C:26](=[C:27](Br)[CH:28]=[CH:29][CH:30]=2)[CH2:25]1)[C:17]1[CH:22]=[CH:21][CH:20]=[CH:19][CH:18]=1, predict the reaction product. The product is: [CH2:35]([N:23]([CH2:16][C:17]1[CH:22]=[CH:21][CH:20]=[CH:19][CH:18]=1)[C@@H:24]1[CH2:33][CH2:32][C:31]2[C:26](=[C:27]([C:5]3[CH:4]=[N:3][N:2]([CH3:1])[CH:6]=3)[CH:28]=[CH:29][CH:30]=2)[CH2:25]1)[C:36]1[CH:37]=[CH:38][CH:39]=[CH:40][CH:41]=1.